This data is from Reaction yield outcomes from USPTO patents with 853,638 reactions. The task is: Predict the reaction yield, written as a fraction of the theoretical maximum amount of product (1.0 means a 100% yield; for example, 0.34 means a 34% yield). (1) The reactants are [F:1][C:2]([F:25])([S:21]([O-:24])(=[O:23])=[O:22])[CH:3]([O:8][C:9]([C:11]12[CH2:20][CH:15]3[CH2:16][CH:17]([CH2:19][CH:13]([CH2:14]3)[CH2:12]1)[CH2:18]2)=[O:10])[C:4]([F:7])([F:6])[F:5].[Na+].[Cl-].[OH:28][C:29]1[C:38]2[C:33](=[CH:34][CH:35]=[CH:36][CH:37]=2)[C:32]([S+:39]2[CH2:43][CH2:42][CH2:41][CH2:40]2)=[CH:31][CH:30]=1. No catalyst specified. The product is [C:11]12([C:9]([O:8][CH:3]([C:4]([F:7])([F:5])[F:6])[C:2]([F:1])([F:25])[S:21]([O-:24])(=[O:22])=[O:23])=[O:10])[CH2:12][CH:13]3[CH2:19][CH:17]([CH2:16][CH:15]([CH2:14]3)[CH2:20]1)[CH2:18]2.[OH:28][C:29]1[C:38]2[C:33](=[CH:34][CH:35]=[CH:36][CH:37]=2)[C:32]([S+:39]2[CH2:40][CH2:41][CH2:42][CH2:43]2)=[CH:31][CH:30]=1. The yield is 0.430. (2) The reactants are C(OC([NH:11][C@@H:12]1[CH2:17][CH2:16][N:15]([C:18]([O:20][CH2:21][CH3:22])=[O:19])[CH2:14][C@@H:13]1[O:23][CH2:24][CH3:25])=O)C1C=CC=CC=1.[H][H]. The catalyst is CO.[Pd]. The product is [NH2:11][C@@H:12]1[CH2:17][CH2:16][N:15]([C:18]([O:20][CH2:21][CH3:22])=[O:19])[CH2:14][C@@H:13]1[O:23][CH2:24][CH3:25]. The yield is 0.896. (3) The reactants are [NH2:1][C:2]1[CH:18]=[CH:17][CH:16]=[C:15]([CH3:19])[C:3]=1[C:4]([NH:6][CH:7]1[CH2:12][CH2:11][C:10](=[O:13])[NH:9][C:8]1=[O:14])=[O:5].C1N=CN([C:25](N2C=NC=C2)=[O:26])C=1. The catalyst is CN(C1C=CN=CC=1)C.C(#N)C. The product is [OH:26][C:25]1[N:6]([CH:7]2[CH2:12][CH2:11][C:10](=[O:13])[NH:9][C:8]2=[O:14])[C:4](=[O:5])[C:3]2[C:2](=[CH:18][CH:17]=[CH:16][C:15]=2[CH3:19])[N:1]=1. The yield is 0.810. (4) The reactants are Cl[C:2]1[N:7]=[C:6]([NH:8][C:9]2[C:18]([F:19])=[CH:17][CH:16]=[CH:15][C:10]=2[C:11]([NH:13][CH3:14])=[O:12])[C:5]([Cl:20])=[CH:4][N:3]=1.[NH2:21][C:22]1[CH:23]=[CH:24][C:25]2[CH2:31][CH2:30][CH2:29][NH:28][C:27](=[O:32])[C:26]=2[CH:33]=1.CC1(C)[C@]2(CS(O)(=O)=O)C(C[C@H]1CC2)=O. The catalyst is C(O)(C)C. The product is [Cl:20][C:5]1[C:6]([NH:8][C:9]2[C:18]([F:19])=[CH:17][CH:16]=[CH:15][C:10]=2[C:11]([NH:13][CH3:14])=[O:12])=[N:7][C:2]([NH:21][C:22]2[CH:23]=[CH:24][C:25]3[CH2:31][CH2:30][CH2:29][NH:28][C:27](=[O:32])[C:26]=3[CH:33]=2)=[N:3][CH:4]=1. The yield is 0.150. (5) The reactants are [Br:1][C:2]1[CH:10]=[CH:9][CH:8]=[C:7]2[C:3]=1[C:4]([C:21]1[C:22](O)=[CH:23][C:24]3[O:28][CH2:27][CH2:26][C:25]=3[CH:29]=1)([CH2:19][OH:20])[C:5](=[O:18])[N:6]2[CH2:11][C:12]1[CH:17]=[CH:16][CH:15]=[CH:14][N:13]=1.C1(P(C2C=CC=CC=2)C2C=CC=CC=2)C=CC=CC=1.N(C(OC(C)C)=O)=NC(OC(C)C)=O. The catalyst is O1CCOCC1. The product is [Br:1][C:2]1[CH:10]=[CH:9][CH:8]=[C:7]2[C:3]=1[C:4]1([CH2:19][O:20][C:22]3[CH:23]=[C:24]4[C:25](=[CH:29][C:21]1=3)[CH2:26][CH2:27][O:28]4)[C:5](=[O:18])[N:6]2[CH2:11][C:12]1[CH:17]=[CH:16][CH:15]=[CH:14][N:13]=1. The yield is 0.370. (6) The reactants are [NH2:1][C:2]1[CH:10]=[CH:9][C:8]([C:11]#[C:12][Si:13]([CH3:16])([CH3:15])[CH3:14])=[CH:7][C:3]=1[C:4](O)=[O:5].CN([C:20]([O:24][N:25]1N=NC2C=CC=C[C:26]1=2)=[N+](C)C)C.F[P-](F)(F)(F)(F)F.CN1CCOCC1.Cl.CNOC. The catalyst is O.CN(C=O)C. The product is [NH2:1][C:2]1[CH:10]=[CH:9][C:8]([C:11]#[C:12][Si:13]([CH3:16])([CH3:15])[CH3:14])=[CH:7][C:3]=1[C:4]([N:25]([O:24][CH3:20])[CH3:26])=[O:5]. The yield is 0.430. (7) The reactants are [C:1]([N:3]1[CH2:8][CH2:7][N:6]([C:9]([O:11][C:12]([CH3:15])([CH3:14])[CH3:13])=[O:10])[CH2:5][CH2:4]1)#[N:2].[NH2:16][OH:17]. The catalyst is C(O)C. The product is [OH:17][NH:16][C:1](=[NH:2])[N:3]1[CH2:4][CH2:5][N:6]([C:9]([O:11][C:12]([CH3:14])([CH3:13])[CH3:15])=[O:10])[CH2:7][CH2:8]1. The yield is 0.800.